Dataset: Reaction yield outcomes from USPTO patents with 853,638 reactions. Task: Predict the reaction yield, written as a fraction of the theoretical maximum amount of product (1.0 means a 100% yield; for example, 0.34 means a 34% yield). (1) The reactants are [NH:1]([C:23]([O:25][CH2:26][CH:27]1[C:39]2[C:34](=[CH:35][CH:36]=[CH:37][CH:38]=2)[C:33]2[C:28]1=[CH:29][CH:30]=[CH:31][CH:32]=2)=[O:24])[C@H:2]([C:20](O)=[O:21])[CH2:3][C:4]1[C:12]2[C:7](=[CH:8][CH:9]=[CH:10][CH:11]=2)[N:6]([C:13]([O:15][C:16]([CH3:19])([CH3:18])[CH3:17])=[O:14])[CH:5]=1.[CH2:40]([NH2:47])[C:41]1[CH:46]=[CH:45][CH:44]=[CH:43][CH:42]=1.CN(C(ON1N=NC2C=CC=CC1=2)=[N+](C)C)C.[B-](F)(F)(F)F.C(N(CC)C(C)C)(C)C. The catalyst is CN(C=O)C. The product is [NH:1]([C:23]([O:25][CH2:26][CH:27]1[C:28]2[C:33](=[CH:32][CH:31]=[CH:30][CH:29]=2)[C:34]2[C:39]1=[CH:38][CH:37]=[CH:36][CH:35]=2)=[O:24])[C@H:2]([C:20]([NH:47][CH2:40][C:41]1[CH:46]=[CH:45][CH:44]=[CH:43][CH:42]=1)=[O:21])[CH2:3][C:4]1[C:12]2[C:7](=[CH:8][CH:9]=[CH:10][CH:11]=2)[N:6]([C:13]([O:15][C:16]([CH3:19])([CH3:17])[CH3:18])=[O:14])[CH:5]=1. The yield is 0.630. (2) The reactants are C1(S([N:10]2[C:18]3[C:13](=[CH:14][C:15]([CH2:19][CH3:20])=[CH:16][CH:17]=3)[CH2:12][CH2:11]2)(=O)=O)C=CC=CC=1.[OH-].[Na+]. The catalyst is Br. The product is [CH2:19]([C:15]1[CH:14]=[C:13]2[C:18](=[CH:17][CH:16]=1)[NH:10][CH2:11][CH2:12]2)[CH3:20]. The yield is 0.320. (3) The reactants are [Cl:1][C:2]1[C:10]([C:11]([F:14])([F:13])[F:12])=[CH:9][CH:8]=[CH:7][C:3]=1[C:4]([OH:6])=O.C(Cl)(=O)C(Cl)=O.O1CCCC1.[NH2:26][C:27]1[CH:28]=[C:29]([CH:46]=[CH:47][CH:48]=1)[O:30][C:31]1[CH:32]=[CH:33][C:34]2[N:35]([CH:37]=[C:38]([NH:40][C:41]([CH:43]3[CH2:45][CH2:44]3)=[O:42])[N:39]=2)[N:36]=1. The catalyst is CN(C)C=O.CN1CCCC1=O. The product is [Cl:1][C:2]1[C:10]([C:11]([F:14])([F:13])[F:12])=[CH:9][CH:8]=[CH:7][C:3]=1[C:4]([NH:26][C:27]1[CH:48]=[CH:47][CH:46]=[C:29]([O:30][C:31]2[CH:32]=[CH:33][C:34]3[N:35]([CH:37]=[C:38]([NH:40][C:41]([CH:43]4[CH2:44][CH2:45]4)=[O:42])[N:39]=3)[N:36]=2)[CH:28]=1)=[O:6]. The yield is 0.680. (4) The reactants are [CH2:1]([O:8][CH2:9][C:10]([F:19])([F:18])[CH2:11][N:12]1[CH:16]=[C:15](I)[CH:14]=[N:13]1)[C:2]1[CH:7]=[CH:6][CH:5]=[CH:4][CH:3]=1.C([Mg]Cl)(C)C.CO[B:27]1[O:31][C:30]([CH3:33])([CH3:32])[C:29]([CH3:35])([CH3:34])[O:28]1.[Cl-].[NH4+]. The catalyst is C1COCC1. The product is [CH2:1]([O:8][CH2:9][C:10]([F:19])([F:18])[CH2:11][N:12]1[CH:16]=[C:15]([B:27]2[O:31][C:30]([CH3:33])([CH3:32])[C:29]([CH3:35])([CH3:34])[O:28]2)[CH:14]=[N:13]1)[C:2]1[CH:7]=[CH:6][CH:5]=[CH:4][CH:3]=1. The yield is 0.890. (5) The reactants are [O-]CC.[K+].C(O)C.[CH2:8]([O:15][C:16]1[CH:21]=[CH:20][C:19]([CH3:22])=[C:18]([N+:23]([O-:25])=[O:24])[CH:17]=1)[C:9]1[CH:14]=[CH:13][CH:12]=[CH:11][CH:10]=1.[C:26](OCC)(=[O:32])[C:27]([O:29]CC)=[O:28]. The catalyst is C1(C)C=CC=CC=1.C(OCC)C. The product is [CH2:8]([O:15][C:16]1[CH:21]=[CH:20][C:19]([CH2:22][C:26](=[O:32])[C:27]([OH:29])=[O:28])=[C:18]([N+:23]([O-:25])=[O:24])[CH:17]=1)[C:9]1[CH:10]=[CH:11][CH:12]=[CH:13][CH:14]=1. The yield is 0.898. (6) The reactants are [CH3:1][N:2]([CH2:4][CH:5]1[CH2:7][CH:6]1[C:8]1[CH:16]=[C:15]2[C:11]([C:12]([CH:17]=O)=[CH:13][NH:14]2)=[CH:10][CH:9]=1)[CH3:3].P([O-])([O-])(O)=O.[NH4+].[NH4+].[N+:26](CCC)([O-])=O.[OH-].[Na+]. The catalyst is C(O)(=O)C.O. The product is [CH3:1][N:2]([CH2:4][CH:5]1[CH2:7][CH:6]1[C:8]1[CH:16]=[C:15]2[C:11]([C:12]([C:17]#[N:26])=[CH:13][NH:14]2)=[CH:10][CH:9]=1)[CH3:3]. The yield is 0.380. (7) The reactants are [CH:1]([N:3]1[CH2:9][C:8]2[CH:10]=[CH:11][C:12]([C:14](OC)=[O:15])=[CH:13][C:7]=2[O:6][C@H:5]([CH:18]([CH3:20])[CH3:19])[CH2:4]1)=[O:2].[NH2:21][OH:22].[OH-].[Na+]. The yield is 0.110. The catalyst is C1COCC1.CO. The product is [CH:1]([N:3]1[CH2:9][C:8]2[CH:10]=[CH:11][C:12]([C:14]([NH:21][OH:22])=[O:15])=[CH:13][C:7]=2[O:6][C@H:5]([CH:18]([CH3:20])[CH3:19])[CH2:4]1)=[O:2]. (8) The reactants are [NH2:1][C:2]1[CH:26]=[CH:25][C:24]([N:27]2[CH2:32][CH2:31][CH2:30][CH2:29][CH2:28]2)=[CH:23][C:3]=1[C:4]([NH:6][C:7]1[N:12]=[CH:11][C:10]([C:13]2[CH:18]=[CH:17][CH:16]=[C:15]([C:19]([F:22])([F:21])[F:20])[CH:14]=2)=[CH:9][N:8]=1)=[O:5].[CH2:33]([N:35]([CH2:50][CH3:51])[CH2:36][CH2:37][N:38]([CH2:40][C:41]1[CH:42]=[C:43]([CH:47]=[CH:48][CH:49]=1)[C:44](O)=[O:45])[CH3:39])[CH3:34].CCN=C=NCCCN(C)C. The catalyst is ClCCl.CN(C)C1C=CN=CC=1. The product is [CH2:50]([N:35]([CH2:33][CH3:34])[CH2:36][CH2:37][N:38]([CH2:40][C:41]1[CH:42]=[C:43]([CH:47]=[CH:48][CH:49]=1)[C:44]([NH:1][C:2]1[CH:26]=[CH:25][C:24]([N:27]2[CH2:32][CH2:31][CH2:30][CH2:29][CH2:28]2)=[CH:23][C:3]=1[C:4]([NH:6][C:7]1[N:12]=[CH:11][C:10]([C:13]2[CH:18]=[CH:17][CH:16]=[C:15]([C:19]([F:21])([F:22])[F:20])[CH:14]=2)=[CH:9][N:8]=1)=[O:5])=[O:45])[CH3:39])[CH3:51]. The yield is 0.0900. (9) The reactants are [C:1]1([CH2:7][CH2:8][CH2:9][CH2:10][C:11]2[O:12][C:13]3[C:22]4[C:21](=[CH:23][CH2:24][NH:25][C:26](=[O:28])[CH3:27])[CH2:20][CH2:19][C:18]=4[CH:17]=[CH:16][C:14]=3[N:15]=2)[CH:6]=[CH:5][CH:4]=[CH:3][CH:2]=1. The catalyst is CO.[C].[Pd]. The product is [C:1]1([CH2:7][CH2:8][CH2:9][CH2:10][C:11]2[O:12][C:13]3[C:22]4[CH:21]([CH2:23][CH2:24][NH:25][C:26](=[O:28])[CH3:27])[CH2:20][CH2:19][C:18]=4[CH:17]=[CH:16][C:14]=3[N:15]=2)[CH:6]=[CH:5][CH:4]=[CH:3][CH:2]=1. The yield is 0.910.